From a dataset of Experimentally validated miRNA-target interactions with 360,000+ pairs, plus equal number of negative samples. Binary Classification. Given a miRNA mature sequence and a target amino acid sequence, predict their likelihood of interaction. (1) Result: 0 (no interaction). The protein sequence of the target gene is MATNPQPQPPPPAPPPPPPQPQPQPPPPPPGPGAGPGAGGAGGAGAGAGDPQLVAMIVNHLKSQGLFDQFRRDCLADVDTKPAYQNLRQRVDNFVANHLATHTWSPHLNKNQLRNNIRQQVLKSGMLESGIDRIISQVVDPKINHTFRPQVEKAVHEFLATLNHKEEGSGNTAPDDEKPDTSLITQGVPTPGPSANVANDAMSILETITSLNQEASAARASTETSNAKTSERASKKLPSQPTTDTSTDKERTSEDMADKEKSTADSGGEGLETAPKSEEFSDLPCPVEEIKNYTKEHNNL.... The miRNA is hsa-miR-3688-3p with sequence UAUGGAAAGACUUUGCCACUCU. (2) The miRNA is hsa-miR-572 with sequence GUCCGCUCGGCGGUGGCCCA. The protein sequence of the target gene is MATSTGRWLLLRLALFGFLWEASGGLDSGASRDDDLLLPYPRARARLPRDCTRVRAGNREHESWPPPPATPGAGGLAVRTFVSHFRDRAVAGHLTRAVEPLRTFSVLEPGGPGGCAARRRATVEETARAADCRVAQNGGFFRMNSGECLGNVVSDERRVSSSGGLQNAQFGIRRDGTLVTGYLSEEEVLDTENPFVQLLSGVVWLIRNGSIYINESQATECDETQETGSFSKFVNVISARTAIGHDRKGQLVLFHADGQTEQRGINLWEMAEFLLKQDVVNAINLDGGGSATFVLNGTLA.... Result: 0 (no interaction). (3) The miRNA is hsa-miR-520c-3p with sequence AAAGUGCUUCCUUUUAGAGGGU. The protein sequence of the target gene is MFRCWSAILILGFIFLASEGRPTKESGYGLKSYQPLTRLRHKQEKSQESSRIKEFLIHDGPFGSCENKYCGLGRHCVINRETRHAECACMDLCKQHYKPVCGSDGEFYENHCEVHRAACLKKQKITIVHNEDCFFEGDNCMAIEYSKMKSMLLDLQNQKYITQENENPNSDDISRKKPLVDQMFKYFDADSNGLVDINELTQVIKQEELNKDLSDCTLYDLLKYDDFNADKHLALEEFYRAFQVIQLSLPEDQRVSITAATVGQSAVLSCAIVGTLRPPIIWKRNNIVLNNLDLEDINDF.... Result: 0 (no interaction). (4) The miRNA is hsa-miR-3200-5p with sequence AAUCUGAGAAGGCGCACAAGGU. The protein sequence of the target gene is MADLEEQLSDEEKVRIAAKFIIHAPPGEFNEVFNDVRLLLNNDNLLREGAAHAFAQYNLDQFTPVKIEGYEDQVLITEHGDLGNGKFLDPKNRICFKFDHLRKEATDPRPYEAENAIESWRTSVETALRAYVKEHYPNGVCTVYGKKVDGQQTIIACIESHQFQAKNFWNGRWRSEWKFTVTPSTTQVVGILKIQVHYYEDGNVQLVSHKDIQDSLTVSNEVQTAKEFIKIVEAAENEYQTAISENYQTMSDTTFKALRRQLPVTRTKIDWNKILSYKIGKEMQNA. Result: 0 (no interaction). (5) The miRNA is mmu-miR-465a-3p with sequence GAUCAGGGCCUUUCUAAGUAGA. The protein sequence of the target gene is MAPGAPSSSPSPILAVLLFSSLVLSPAQAIVVYTDREVHGAVGSRVTLHCSFWSSEWVSDDISFTWRYQPEGGRDAISIFHYAKGQPYIDEVGTFKERIQWVGDPRWKDGSIVIHNLDYSDNGTFTCDVKNPPDIVGKTSQVTLYVFEKVPTRYGVVLGAVIGGVLGVVLLLLLLFYVVRYCWLRRQAALQRRLSAMEKGKLHKPGKDASKRGRQTPVLYAMLDHSRSTKAVSEKKAKGLGESRKDKK. Result: 0 (no interaction). (6) The miRNA is mmu-miR-26b-3p with sequence CCUGUUCUCCAUUACUUGGCUC. The protein sequence of the target gene is METLPGLLQRPDPGALSAAQLEQLRKFKIQTRIANEKYLRTHKEVEWLISGFFREIFLKRPDNILEFAADYFTDPRLPNKIHMQLIKDKKAA. Result: 0 (no interaction).